Dataset: Forward reaction prediction with 1.9M reactions from USPTO patents (1976-2016). Task: Predict the product of the given reaction. (1) Given the reactants [H-].[Na+].[F:3][C:4]1[CH:5]=[CH:6][C:7]([NH:10][S:11]([C:14]2[CH:19]=[CH:18][C:17]([CH3:20])=[CH:16][CH:15]=2)(=[O:13])=[O:12])=[N:8][CH:9]=1.Br[CH:22]([C:26]1[CH:31]=[CH:30][CH:29]=[CH:28][CH:27]=1)[C:23]([NH2:25])=[O:24].O, predict the reaction product. The product is: [F:3][C:4]1[CH:5]=[CH:6][C:7](=[N:10][S:11]([C:14]2[CH:19]=[CH:18][C:17]([CH3:20])=[CH:16][CH:15]=2)(=[O:13])=[O:12])[N:8]([CH:22]([C:26]2[CH:31]=[CH:30][CH:29]=[CH:28][CH:27]=2)[C:23]([NH2:25])=[O:24])[CH:9]=1. (2) Given the reactants [F:1][C:2]([F:21])([F:20])[S:3](N(C1C=CC=CN=1)[S:3]([C:2]([F:21])([F:20])[F:1])(=[O:5])=[O:4])(=[O:5])=[O:4].[CH3:22][C:23]([C:43]1[N:48]=[CH:47][C:46]([OH:49])=[CH:45][CH:44]=1)([C:27]1[CH:32]=[CH:31][C:30]([C:33]2[N:34]=[N:35][C:36]([C:39]([F:42])([F:41])[F:40])=[CH:37][CH:38]=2)=[CH:29][CH:28]=1)[CH:24]([CH3:26])[CH3:25].C(N(CC)CC)C, predict the reaction product. The product is: [F:1][C:2]([F:21])([F:20])[S:3]([O:49][C:46]1[CH:47]=[N:48][C:43]([C:23]([CH3:22])([C:27]2[CH:28]=[CH:29][C:30]([C:33]3[N:34]=[N:35][C:36]([C:39]([F:42])([F:41])[F:40])=[CH:37][CH:38]=3)=[CH:31][CH:32]=2)[CH:24]([CH3:26])[CH3:25])=[CH:44][CH:45]=1)(=[O:5])=[O:4]. (3) Given the reactants [F:1][CH2:2][C@H:3]([NH:10][C:11]([C:13]1[CH:18]=[CH:17][C:16]([S:19][C:20]2[CH:25]=[CH:24][C:23]([NH:26]C(=O)OC(C)(C)C)=[CH:22][CH:21]=2)=[C:15]([NH:34][C:35]2[C:36]3[CH:44]=[CH:43][C:42]([CH:45]([CH3:47])[CH3:46])=[N:41][C:37]=3[N:38]=[CH:39][N:40]=2)[CH:14]=1)=[O:12])[C:4]1[CH:9]=[CH:8][CH:7]=[CH:6][CH:5]=1.C(OC(=O)NC1C=CC(SC2C=CC(C(=O)N[C@H](C3C=CC=CC=3)C)=CC=2NC2C3C=CC(C(C)C)=NC=3N=CN=2)=CC=1)(C)(C)C, predict the reaction product. The product is: [NH2:26][C:23]1[CH:24]=[CH:25][C:20]([S:19][C:16]2[CH:17]=[CH:18][C:13]([C:11]([NH:10][C@H:3]([C:4]3[CH:5]=[CH:6][CH:7]=[CH:8][CH:9]=3)[CH2:2][F:1])=[O:12])=[CH:14][C:15]=2[NH:34][C:35]2[C:36]3[CH:44]=[CH:43][C:42]([CH:45]([CH3:47])[CH3:46])=[N:41][C:37]=3[N:38]=[CH:39][N:40]=2)=[CH:21][CH:22]=1.